Binary Classification. Given a miRNA mature sequence and a target amino acid sequence, predict their likelihood of interaction. From a dataset of Experimentally validated miRNA-target interactions with 360,000+ pairs, plus equal number of negative samples. The miRNA is mmu-miR-1934-5p with sequence UCUGGUCCCCUGCUUCGUCCUCU. Result: 0 (no interaction). The protein sequence of the target gene is MAAVEAETGLLTLESLPTDPLLLILSFVDYRDLINCCYVSRRLSQLSTHDPLWRRHCKKYWLISEEEKAGKSQCWRSLFIETYSDVGRYIDHYAAIKKAWRDLKKYLEPRCPRMVLSLKEGAREEDLDAVEAQIGCKLPDDYRCSYRIHNGQKLVVPGLLGSMALSNHYRSEDLLDVDTAAGGFQQRQGLKYCLPLTFCIHTGLSQYIAVEAAEGRNKNEVFYQCPDQMARNPAAIDMFIIGATFTDWFTSYVNNVVSGGFPIIRDQIFRYIHDPECVATTGDITVSVSTSFLPELSSVH....